From a dataset of Forward reaction prediction with 1.9M reactions from USPTO patents (1976-2016). Predict the product of the given reaction. (1) Given the reactants [F:1][CH:2]([F:21])[O:3][C:4]1[CH:9]=[CH:8][C:7]([NH:10][C:11]2[C:12]3[CH2:20][CH2:19][NH:18][CH2:17][C:13]=3[N:14]=[CH:15][N:16]=2)=[CH:6][CH:5]=1.Cl[C:23]1[C:28]([S:29]([CH3:32])(=[O:31])=[O:30])=[CH:27][CH:26]=[CH:25][N:24]=1.C(N(CC)C(C)C)(C)C, predict the reaction product. The product is: [F:21][CH:2]([F:1])[O:3][C:4]1[CH:9]=[CH:8][C:7]([NH:10][C:11]2[C:12]3[CH2:20][CH2:19][N:18]([C:23]4[C:28]([S:29]([CH3:32])(=[O:31])=[O:30])=[CH:27][CH:26]=[CH:25][N:24]=4)[CH2:17][C:13]=3[N:14]=[CH:15][N:16]=2)=[CH:6][CH:5]=1. (2) Given the reactants [H-].[Na+].Cl.[NH2:4][CH:5]1[CH2:14][C:13]2[C:8](=[CH:9][CH:10]=[CH:11][CH:12]=2)[NH:7][C:6]1=[O:15].[CH3:16][O:17][CH2:18][CH2:19]Br, predict the reaction product. The product is: [NH2:4][CH:5]1[CH2:14][C:13]2[C:8](=[CH:9][CH:10]=[CH:11][CH:12]=2)[N:7]([CH2:19][CH2:18][O:17][CH3:16])[C:6]1=[O:15]. (3) The product is: [CH2:27]([O:26][N:25]=[C:12]([C:3]1[C:2]([Cl:1])=[CH:7][C:6]([C:8]([F:11])([F:10])[F:9])=[CH:5][N:4]=1)[CH2:13][NH2:14])[CH3:28]. Given the reactants [Cl:1][C:2]1[C:3]([C:12](=[N:25][O:26][CH2:27][CH3:28])[CH2:13][N:14]2C(=O)C3=CC=CC=C3C2=O)=[N:4][CH:5]=[C:6]([C:8]([F:11])([F:10])[F:9])[CH:7]=1.O.NN.O, predict the reaction product.